Dataset: Full USPTO retrosynthesis dataset with 1.9M reactions from patents (1976-2016). Task: Predict the reactants needed to synthesize the given product. (1) Given the product [CH:1]1([C:7]2[C:15]3[C:10](=[CH:11][C:12]([C:16]([O:18][CH3:19])=[O:17])=[CH:13][CH:14]=3)[N:9]([CH2:20][CH:21]([O:22][CH3:23])[O:24][CH3:25])[C:8]=2[C:26]2[CH:31]=[CH:30][CH:29]=[CH:28][C:27]=2[CH2:32][NH:35][CH2:36][C:37]([O:39][C:40]([CH3:43])([CH3:42])[CH3:41])=[O:38])[CH2:2][CH2:3][CH2:4][CH2:5][CH2:6]1, predict the reactants needed to synthesize it. The reactants are: [CH:1]1([C:7]2[C:15]3[C:10](=[CH:11][C:12]([C:16]([O:18][CH3:19])=[O:17])=[CH:13][CH:14]=3)[N:9]([CH2:20][CH:21]([O:24][CH3:25])[O:22][CH3:23])[C:8]=2[C:26]2[CH:31]=[CH:30][CH:29]=[CH:28][C:27]=2[CH:32]=O)[CH2:6][CH2:5][CH2:4][CH2:3][CH2:2]1.Cl.[NH2:35][CH2:36][C:37]([O:39][C:40]([CH3:43])([CH3:42])[CH3:41])=[O:38].[BH-](OC(C)=O)(OC(C)=O)OC(C)=O.[Na+]. (2) The reactants are: Br[C:2]1[CH:3]=[C:4]([NH:10][C@H:11]([CH2:15][CH:16]([CH3:18])[CH3:17])[C:12]([NH2:14])=[O:13])[CH:5]=[CH:6][C:7]=1[C:8]#[N:9].[NH2:19][C:20]1[O:24][N:23]=[C:22]([CH3:25])[CH:21]=1.O.O.O.[O-]C1C=CC=CC=1.[Na+].CC1(C)C2C(=C(P(C3C=CC=CC=3)C3C=CC=CC=3)C=CC=2)OC2C(P(C3C=CC=CC=3)C3C=CC=CC=3)=CC=CC1=2. Given the product [C:8]([C:7]1[CH:6]=[CH:5][C:4]([NH:10][C@H:11]([CH2:15][CH:16]([CH3:18])[CH3:17])[C:12]([NH2:14])=[O:13])=[CH:3][C:2]=1[NH:19][C:20]1[O:24][N:23]=[C:22]([CH3:25])[CH:21]=1)#[N:9], predict the reactants needed to synthesize it. (3) Given the product [Cl:17][C:12]1[CH:11]=[C:10]([CH:15]=[CH:14][C:13]=1[Cl:16])[CH2:9][C:5]1[C:6](=[O:8])[NH:7][C:2]([N:1]2[CH2:27][CH2:26][O:25][C:23]2=[O:24])=[N:3][C:4]=1[C:18]([F:21])([F:20])[F:19], predict the reactants needed to synthesize it. The reactants are: [NH2:1][C:2]1[NH:7][C:6](=[O:8])[C:5]([CH2:9][C:10]2[CH:15]=[CH:14][C:13]([Cl:16])=[C:12]([Cl:17])[CH:11]=2)=[C:4]([C:18]([F:21])([F:20])[F:19])[N:3]=1.Cl[C:23]([O:25][CH2:26][CH2:27]Br)=[O:24].C(N(CC)C(C)C)(C)C.